Dataset: Forward reaction prediction with 1.9M reactions from USPTO patents (1976-2016). Task: Predict the product of the given reaction. (1) Given the reactants [Mg].Br[C:3]1[CH:8]=[CH:7][C:6]([O:9][C:10]([F:13])([F:12])[F:11])=[CH:5][CH:4]=1.[B:14](OC(C)C)([O:19]C(C)C)[O:15]C(C)C.Cl, predict the reaction product. The product is: [F:11][C:10]([F:13])([F:12])[O:9][C:6]1[CH:7]=[CH:8][C:3]([B:14]([OH:19])[OH:15])=[CH:4][CH:5]=1. (2) Given the reactants [C:1]([O:5][C:6]([N:8]1[CH2:15][CH:14]2[CH:10]([CH2:11][CH:12]([C:16]([OH:18])=O)[CH2:13]2)[CH2:9]1)=[O:7])([CH3:4])([CH3:3])[CH3:2].C(Cl)(=O)C(Cl)=O.CCN(C(C)C)C(C)C.[F:34][C:35]([F:39])([F:38])[CH2:36][NH2:37], predict the reaction product. The product is: [F:34][C:35]([F:39])([F:38])[CH2:36][NH:37][C:16]([CH:12]1[CH2:11][CH:10]2[CH:14]([CH2:15][N:8]([C:6]([O:5][C:1]([CH3:2])([CH3:3])[CH3:4])=[O:7])[CH2:9]2)[CH2:13]1)=[O:18]. (3) Given the reactants C([O:9][CH:10]1[CH2:18][CH:13]2[O:14][C:15](=[O:17])[CH2:16][CH:12]2[CH:11]1[CH2:19][CH2:20][CH:21]([F:31])[CH2:22][O:23][C:24]1[CH:29]=[CH:28][CH:27]=[C:26]([Cl:30])[CH:25]=1)(=O)C1C=CC=CC=1.C([O-])([O-])=O.[K+].[K+].[NH4+].[Cl-], predict the reaction product. The product is: [Cl:30][C:26]1[CH:25]=[C:24]([CH:29]=[CH:28][CH:27]=1)[O:23][CH2:22][CH:21]([F:31])[CH2:20][CH2:19][CH:11]1[CH:12]2[CH:13]([O:14][C:15](=[O:17])[CH2:16]2)[CH2:18][CH:10]1[OH:9]. (4) Given the reactants CS([C:5]1[N:10]=[C:9]([C:11]2[CH:12]=[N:13][CH:14]=[CH:15][CH:16]=2)[CH:8]=[CH:7][N:6]=1)(=O)=O.[O:17]1CCOCC1, predict the reaction product. The product is: [N:13]1[CH:14]=[CH:15][CH:16]=[C:11]([C:9]2[CH:8]=[CH:7][NH:6][C:5](=[O:17])[N:10]=2)[CH:12]=1. (5) Given the reactants [Cl:1][C:2]1[C:3]([CH:8]([CH3:11])[C:9]#N)=[N:4][CH:5]=[CH:6][CH:7]=1.S(=O)(=O)(O)O.C(=O)(O)[O-:18].[Na+].[CH2:22]([OH:24])[CH3:23], predict the reaction product. The product is: [Cl:1][C:2]1[C:3]([CH:8]([CH3:11])[C:9]([O:24][CH2:22][CH3:23])=[O:18])=[N:4][CH:5]=[CH:6][CH:7]=1. (6) Given the reactants [Br:1][C:2]1[CH:3]=[CH:4][C:5]2[NH:11][C:10](=O)[CH2:9][CH2:8][C:7](=[O:13])[C:6]=2[CH:14]=1.COC1C=CC(P2(SP(C3C=CC(OC)=CC=3)(=S)S2)=[S:24])=CC=1, predict the reaction product. The product is: [Br:1][C:2]1[CH:3]=[CH:4][C:5]2[NH:11][C:10](=[S:24])[CH2:9][CH2:8][C:7](=[O:13])[C:6]=2[CH:14]=1. (7) Given the reactants [F:1][C:2]1[CH:7]=[CH:6][C:5]([C:8](=[O:12])[CH2:9][C:10]#[N:11])=[CH:4][CH:3]=1.[F:13][C:14]1[CH:15]=[C:16]([NH2:22])[CH:17]=[CH:18][C:19]=1[O:20][CH3:21], predict the reaction product. The product is: [F:13][C:14]1[CH:15]=[C:16]([NH:22][C:10](=[NH:11])[CH2:9][C:8]([C:5]2[CH:6]=[CH:7][C:2]([F:1])=[CH:3][CH:4]=2)=[O:12])[CH:17]=[CH:18][C:19]=1[O:20][CH3:21].